Dataset: Catalyst prediction with 721,799 reactions and 888 catalyst types from USPTO. Task: Predict which catalyst facilitates the given reaction. (1) The catalyst class is: 21. Product: [OH:1][C:2]1[CH:7]=[C:6]([O:8][CH2:16][C:15]#[CH:14])[CH:5]=[CH:4][C:3]=1[C:9](=[O:12])[CH2:10][CH3:11]. Reactant: [OH:1][C:2]1[CH:7]=[C:6]([OH:8])[CH:5]=[CH:4][C:3]=1[C:9](=[O:12])[CH2:10][CH3:11].Br[CH2:14][C:15]#[CH:16].C([O-])([O-])=O.[K+].[K+]. (2) Reactant: [I:1]I.[N+:3]([C:6]1[CH:7]=[C:8]([CH:12]=[CH:13][CH:14]=1)[C:9]([OH:11])=[O:10])([O-:5])=[O:4]. Product: [I:1][C:13]1[CH:12]=[C:8]([CH:7]=[C:6]([N+:3]([O-:5])=[O:4])[CH:14]=1)[C:9]([OH:11])=[O:10]. The catalyst class is: 65. (3) Reactant: S(O[CH2:6][CH2:7][CH2:8][C:9]1[CH:14]=[CH:13][C:12]([O:15][CH3:16])=[CH:11][CH:10]=1)(=O)(=O)C.C(=O)([O-])[O-].[Na+].[Na+].[I-].[Na+].[N+:25]([C:28]1[CH:41]=[CH:40][C:31]([C:32]([O:34][C@H:35]2[CH2:39][CH2:38][NH:37][CH2:36]2)=[O:33])=[CH:30][CH:29]=1)([O-:27])=[O:26]. Product: [N+:25]([C:28]1[CH:41]=[CH:40][C:31]([C:32]([O:34][C@H:35]2[CH2:39][CH2:38][N:37]([CH2:6][CH2:7][CH2:8][C:9]3[CH:14]=[CH:13][C:12]([O:15][CH3:16])=[CH:11][CH:10]=3)[CH2:36]2)=[O:33])=[CH:30][CH:29]=1)([O-:27])=[O:26]. The catalyst class is: 10. (4) Reactant: [C:1]([O:5][C:6]([N:8]1[CH2:13][CH2:12][CH:11]([C:14]#[N:15])[CH2:10][CH2:9]1)=[O:7])([CH3:4])([CH3:3])[CH3:2].[N-:16]=[N+:17]=[N-:18].[Na+].[Cl-].[NH4+]. Product: [C:1]([O:5][C:6]([N:8]1[CH2:13][CH2:12][CH:11]([C:14]2[NH:18][N:17]=[N:16][N:15]=2)[CH2:10][CH2:9]1)=[O:7])([CH3:4])([CH3:2])[CH3:3]. The catalyst class is: 3. (5) Product: [Br:3][C:4]1[C:5]([CH2:22][O:23][CH3:28])=[N:6][N:7]([CH:9]2[CH2:14][CH2:13][N:12]([C:15]([O:17][C:18]([CH3:20])([CH3:19])[CH3:21])=[O:16])[CH2:11][CH2:10]2)[CH:8]=1. The catalyst class is: 3. Reactant: [H-].[Na+].[Br:3][C:4]1[C:5]([CH2:22][OH:23])=[N:6][N:7]([CH:9]2[CH2:14][CH2:13][N:12]([C:15]([O:17][C:18]([CH3:21])([CH3:20])[CH3:19])=[O:16])[CH2:11][CH2:10]2)[CH:8]=1.S(OC)(O[CH3:28])(=O)=O. (6) Reactant: FC(F)(F)C([O-])=O.[F:8][C:9]1[C:10]([C:25]([NH:27][CH3:28])=[O:26])=[CH:11][C:12]2[NH:16][C:15](=[O:17])[N:14]([CH:18]3[CH2:23][CH2:22][NH2+:21][CH2:20][CH2:19]3)[C:13]=2[CH:24]=1.C(N(CC)CC)C.[CH:36]1[C:41]([C:42]([CH2:44]Br)=[O:43])=[CH:40][CH:39]=[C:38]([Cl:46])[CH:37]=1.[Br-].C(=O)(O)[O-].[Na+]. Product: [Cl:46][C:38]1[CH:39]=[CH:40][C:41]([C:42](=[O:43])[CH2:44][N:21]2[CH2:20][CH2:19][CH:18]([N:14]3[C:13]4[CH:24]=[C:9]([F:8])[C:10]([C:25]([NH:27][CH3:28])=[O:26])=[CH:11][C:12]=4[NH:16][C:15]3=[O:17])[CH2:23][CH2:22]2)=[CH:36][CH:37]=1. The catalyst class is: 9. (7) Reactant: [CH:1]1([CH2:4][NH:5][C:6]2[CH:11]=[CH:10][C:9]([O:12][CH3:13])=[CH:8][C:7]=2[N+:14]([O-])=O)[CH2:3][CH2:2]1. Product: [CH:1]1([CH2:4][NH:5][C:6]2[C:7]([NH2:14])=[CH:8][C:9]([O:12][CH3:13])=[CH:10][CH:11]=2)[CH2:2][CH2:3]1. The catalyst class is: 8.